Predict the product of the given reaction. From a dataset of Forward reaction prediction with 1.9M reactions from USPTO patents (1976-2016). (1) Given the reactants Br[C:2]1[C:3]([NH:21][CH2:22][C:23]2[C:28]([F:29])=[CH:27][CH:26]=[CH:25][C:24]=2[F:30])=[N:4][C:5]([N:8]2[CH2:13][CH2:12][CH:11]([N:14]3[CH2:19][CH2:18][CH2:17][CH:16]([CH3:20])[CH2:15]3)[CH2:10][CH2:9]2)=[N:6][CH:7]=1.OB(O)[C:33]1[CH:38]=[CH:37][C:36]([F:39])=[CH:35][C:34]=1[F:40].C(=O)([O-])O.[Na+].O, predict the reaction product. The product is: [F:30][C:24]1[CH:25]=[CH:26][CH:27]=[C:28]([F:29])[C:23]=1[CH2:22][NH:21][C:3]1[C:2]([C:33]2[CH:38]=[CH:37][C:36]([F:39])=[CH:35][C:34]=2[F:40])=[CH:7][N:6]=[C:5]([N:8]2[CH2:13][CH2:12][CH:11]([N:14]3[CH2:19][CH2:18][CH2:17][CH:16]([CH3:20])[CH2:15]3)[CH2:10][CH2:9]2)[N:4]=1. (2) Given the reactants [CH2:1]([O:4][C:5]1[CH:10]=[CH:9][C:8]([C:11](=[N:17][O:18][CH2:19][CH3:20])[CH2:12][C:13]([O:15]C)=[O:14])=[CH:7][CH:6]=1)[CH:2]=[CH2:3].[OH-].[Li+], predict the reaction product. The product is: [CH2:1]([O:4][C:5]1[CH:10]=[CH:9][C:8]([C:11](=[N:17][O:18][CH2:19][CH3:20])[CH2:12][C:13]([OH:15])=[O:14])=[CH:7][CH:6]=1)[CH:2]=[CH2:3]. (3) Given the reactants [F:1][C:2]([F:21])([F:20])[C:3]([N:5]1[CH2:11][CH:10]([CH3:12])[C:9]2[CH:13]=[C:14]([Cl:19])[C:15]([O:17]C)=[CH:16][C:8]=2[CH2:7][CH2:6]1)=[O:4].B(Br)(Br)Br, predict the reaction product. The product is: [F:20][C:2]([F:1])([F:21])[C:3]([N:5]1[CH2:11][CH:10]([CH3:12])[C:9]2[CH:13]=[C:14]([Cl:19])[C:15]([OH:17])=[CH:16][C:8]=2[CH2:7][CH2:6]1)=[O:4]. (4) The product is: [CH2:1]([C:3]1[CH:4]=[C:5]([C:16](=[N:18][OH:19])[NH2:17])[S:6][C:7]=1[CH2:8][O:9][CH:10]1[CH2:15][CH2:14][CH2:13][CH2:12][O:11]1)[CH3:2]. Given the reactants [CH2:1]([C:3]1[CH:4]=[C:5]([C:16]#[N:17])[S:6][C:7]=1[CH2:8][O:9][CH:10]1[CH2:15][CH2:14][CH2:13][CH2:12][O:11]1)[CH3:2].[NH2:18][OH:19], predict the reaction product. (5) Given the reactants [Br:1][C:2]1[C:3]([NH2:31])=[N:4][CH:5]=[N:6][C:7]=1[N:8]1[CH2:13][CH2:12][CH:11]([C:14]2[N:15]([CH3:30])[CH:16]=[C:17]([C:19]3[CH:24]=[CH:23][C:22]([F:25])=[C:21]([C:26]([F:29])([F:28])[F:27])[CH:20]=3)[N:18]=2)[CH2:10][CH2:9]1.FC1C=CC(C2N=[C:41](C3CCNCC3)[N:42]([CH2:44]CN(C)C)[CH:43]=2)=CC=1C(F)(F)F, predict the reaction product. The product is: [Br:1][C:2]1[C:3]([NH2:31])=[N:4][CH:5]=[N:6][C:7]=1[N:8]1[CH2:13][CH2:12][CH:11]([C:14]2[N:15]([CH2:30][CH2:41][N:42]([CH3:44])[CH3:43])[CH:16]=[C:17]([C:19]3[CH:24]=[CH:23][C:22]([F:25])=[C:21]([C:26]([F:28])([F:29])[F:27])[CH:20]=3)[N:18]=2)[CH2:10][CH2:9]1. (6) Given the reactants Cl[C:2]1[CH2:6][CH2:5][N:4]([C:7]2[CH:12]=[CH:11][C:10]([O:13][C:14]([F:17])([F:16])[F:15])=[CH:9][CH:8]=2)[N:3]=1.[CH:18]([C:20]1[CH:25]=[CH:24][C:23](B(O)O)=[CH:22][CH:21]=1)=[O:19].C([O-])([O-])=O.[Na+].[Na+].O1CCOCC1, predict the reaction product. The product is: [F:15][C:14]([F:17])([F:16])[O:13][C:10]1[CH:11]=[CH:12][C:7]([N:4]2[CH2:5][CH2:6][C:2]([C:23]3[CH:24]=[CH:25][C:20]([CH:18]=[O:19])=[CH:21][CH:22]=3)=[N:3]2)=[CH:8][CH:9]=1. (7) Given the reactants [Cl:1][C:2]1[N:7]=[C:6]([NH:8][CH3:9])[C:5]([CH:10]=O)=[CH:4][N:3]=1.[NH2:12][C:13]1[CH:14]=[C:15]([NH:20][C:21](=[O:32])[C:22]2[CH:27]=[CH:26][CH:25]=[C:24]([C:28]([F:31])([F:30])[F:29])[CH:23]=2)[CH:16]=[CH:17][C:18]=1[CH3:19].C([BH3-])#N.[Na+].C(O)(=O)C, predict the reaction product. The product is: [Cl:1][C:2]1[N:7]=[C:6]([NH:8][CH3:9])[C:5]([CH2:10][NH:12][C:13]2[CH:14]=[C:15]([NH:20][C:21](=[O:32])[C:22]3[CH:27]=[CH:26][CH:25]=[C:24]([C:28]([F:29])([F:30])[F:31])[CH:23]=3)[CH:16]=[CH:17][C:18]=2[CH3:19])=[CH:4][N:3]=1. (8) Given the reactants [Cl:1][C:2]1[CH:3]=[C:4](B(O)O)[CH:5]=[CH:6][C:7]=1[F:8].Br[C:13]([C:15]([F:18])([F:17])[F:16])=[CH2:14].C([O-])([O-])=O.[K+].[K+], predict the reaction product. The product is: [Cl:1][C:2]1[CH:3]=[C:4]([C:13]([C:15]([F:18])([F:17])[F:16])=[CH2:14])[CH:5]=[CH:6][C:7]=1[F:8]. (9) Given the reactants [Br:1]C1C=C(OC)C(N2CCN(C)CC2)=NC=1.[CH3:17][O:18][C:19]1[CH:24]=[CH:23][N:22]=[C:21]([N:25]2[CH2:30][CH2:29][N:28]([CH:31]3[CH2:36][CH2:35][N:34]([CH3:37])[CH2:33][CH2:32]3)[CH2:27][C@@H:26]2[CH3:38])[CH:20]=1, predict the reaction product. The product is: [Br:1][C:24]1[C:19]([O:18][CH3:17])=[CH:20][C:21]([N:25]2[CH2:30][CH2:29][N:28]([CH:31]3[CH2:36][CH2:35][N:34]([CH3:37])[CH2:33][CH2:32]3)[CH2:27][C@@H:26]2[CH3:38])=[N:22][CH:23]=1. (10) Given the reactants C([O:8][P:9]([O:19][CH2:20][C@@H:21]([N:26]1[C:35]2[C:30](=[CH:31][C:32](Br)=[CH:33][N:34]=2)[C:29](=[O:37])[C:28]([C:38]([O:40][CH2:41][CH3:42])=[O:39])=[CH:27]1)[CH2:22][CH:23]([CH3:25])[CH3:24])([O:11][CH2:12][C:13]1[CH:18]=[CH:17][CH:16]=[CH:15][CH:14]=1)=[O:10])C1C=CC=CC=1.[CH2:43]([NH:45][C:46](=[O:66])[NH:47][C:48]1[N:53]=[CH:52][C:51](B(O)O)=[C:50]([C:57]2[S:58][CH:59]=[C:60]([C:62]([F:65])([F:64])[F:63])[N:61]=2)[CH:49]=1)[CH3:44].C(=O)([O-])[O-].[Na+].[Na+], predict the reaction product. The product is: [CH2:12]([O:11][P:9]([O:19][CH2:20][C@@H:21]([N:26]1[C:35]2[C:30](=[CH:31][C:32]([C:51]3[CH:52]=[N:53][C:48]([NH:47][C:46](=[O:66])[NH:45][CH2:43][CH3:44])=[CH:49][C:50]=3[C:57]3[S:58][CH:59]=[C:60]([C:62]([F:65])([F:63])[F:64])[N:61]=3)=[CH:33][N:34]=2)[C:29](=[O:37])[C:28]([C:38]([O:40][CH2:41][CH3:42])=[O:39])=[CH:27]1)[CH2:22][CH:23]([CH3:25])[CH3:24])([OH:8])=[O:10])[C:13]1[CH:14]=[CH:15][CH:16]=[CH:17][CH:18]=1.